This data is from Full USPTO retrosynthesis dataset with 1.9M reactions from patents (1976-2016). The task is: Predict the reactants needed to synthesize the given product. (1) Given the product [CH3:1][C:2]1[C:11]2[C:6](=[CH:7][CH:8]=[CH:9][CH:10]=2)[C:5]([C:12]([Cl:17])=[O:14])=[CH:4][CH:3]=1, predict the reactants needed to synthesize it. The reactants are: [CH3:1][C:2]1[C:11]2[C:6](=[CH:7][CH:8]=[CH:9][CH:10]=2)[C:5]([C:12]([OH:14])=O)=[CH:4][CH:3]=1.S(Cl)([Cl:17])=O. (2) Given the product [Cl:1][C:2]1[CH:10]=[CH:9][C:8]2[N:7](/[CH:11]=[C:12](/[C:15]3[CH:16]=[N:17][CH:18]=[CH:19][CH:20]=3)\[CH3:13])[C:6]3[CH2:21][CH2:22][N:23]([CH3:25])[CH2:24][C:5]=3[C:4]=2[CH:3]=1, predict the reactants needed to synthesize it. The reactants are: [Cl:1][C:2]1[CH:10]=[CH:9][C:8]2[N:7]([CH2:11][C:12]([C:15]3[CH:16]=[N:17][CH:18]=[CH:19][CH:20]=3)(O)[CH3:13])[C:6]3[CH2:21][CH2:22][N:23]([CH3:25])[CH2:24][C:5]=3[C:4]=2[CH:3]=1.S(=O)(=O)(O)O.[OH-].[K+]. (3) Given the product [CH2:1]([C:8]1[C:9](=[O:13])[CH2:10][CH2:11][CH:12]=1)[CH2:2][CH2:3][CH2:4][CH2:5][CH2:6][CH3:7], predict the reactants needed to synthesize it. The reactants are: [CH:1](=[C:8]1[CH2:12][CH2:11][CH2:10][C:9]1=[O:13])[CH2:2][CH2:3][CH2:4][CH2:5][CH2:6][CH3:7].BrBr. (4) Given the product [Cl:17][C:18]1[CH:19]=[CH:20][C:21]([C:24]2[N:25]=[C:26]([CH2:29][CH:30]3[CH2:34][CH2:33][CH2:32][C:31]3=[O:35])[S:27][C:28]=2[C:2]2[CH:7]=[CH:6][C:5]([S:8]([NH2:11])(=[O:10])=[O:9])=[CH:4][CH:3]=2)=[CH:22][CH:23]=1, predict the reactants needed to synthesize it. The reactants are: Br[C:2]1[CH:7]=[CH:6][C:5]([S:8]([NH2:11])(=[O:10])=[O:9])=[CH:4][CH:3]=1.C([O-])(=O)C.[K+].[Cl:17][C:18]1[CH:23]=[CH:22][C:21]([C:24]2[N:25]=[C:26]([CH2:29][CH:30]3[CH2:34][CH2:33][CH2:32][C:31]3=[O:35])[S:27][CH:28]=2)=[CH:20][CH:19]=1. (5) Given the product [CH2:18]([O:1][C:2]1[CH:9]=[CH:8][C:5]([CH:6]=[O:7])=[CH:4][CH:3]=1)[C:19]1[CH:24]=[CH:23][CH:22]=[CH:21][CH:20]=1, predict the reactants needed to synthesize it. The reactants are: [OH:1][C:2]1[CH:9]=[CH:8][C:5]([CH:6]=[O:7])=[CH:4][CH:3]=1.C(=O)([O-])[O-].[K+].[K+].[I-].[K+].[CH2:18](Br)[C:19]1[CH:24]=[CH:23][CH:22]=[CH:21][CH:20]=1. (6) The reactants are: [CH:1]1([S:4]([C:7]2[CH:12]=[CH:11][C:10]([CH:13]([CH2:17][C@H:18]3[CH2:22][CH2:21][C:20](=[O:23])[CH2:19]3)[C:14](O)=O)=[CH:9][CH:8]=2)(=[O:6])=[O:5])[CH2:3][CH2:2]1.C(N(CC)C(C)C)(C)C.F[P-](F)(F)(F)(F)F.CN(C(N(C)C)=[N+]1C2C(=NC=CC=2)[N+]([O-])=N1)C.Cl.[CH:58]1([C:62]2[O:66][N:65]=[CH:64][C:63]=2[NH2:67])[CH2:61][CH2:60][CH2:59]1. Given the product [CH:58]1([C:62]([C:63]2[NH:67][C:14]([CH:13]([C:10]3[CH:9]=[CH:8][C:7]([S:4]([CH:1]4[CH2:2][CH2:3]4)(=[O:6])=[O:5])=[CH:12][CH:11]=3)[CH2:17][C@H:18]3[CH2:22][CH2:21][C:20](=[O:23])[CH2:19]3)=[N:65][CH:64]=2)=[O:66])[CH2:61][CH2:60][CH2:59]1, predict the reactants needed to synthesize it. (7) Given the product [OH:22][CH2:23][CH2:24][CH2:25][CH2:26][CH2:27][C:28]1[S:30][CH:15]([C:16]2[CH:21]=[CH:20][CH:19]=[CH:18][CH:17]=2)[C:12]([C:9]2[CH:10]=[CH:11][C:5]3[O:4][CH2:3][C:2](=[O:1])[NH:7][C:6]=3[CH:8]=2)=[CH:13][N:29]=1, predict the reactants needed to synthesize it. The reactants are: [O:1]=[C:2]1[NH:7][C:6]2[CH:8]=[C:9]([C:12](=[CH:15][C:16]3[CH:21]=[CH:20][CH:19]=[CH:18][CH:17]=3)[CH:13]=O)[CH:10]=[CH:11][C:5]=2[O:4][CH2:3]1.[OH:22][CH2:23][CH2:24][CH2:25][CH2:26][CH2:27][C:28](=[S:30])[NH2:29].Cl.CO. (8) Given the product [OH:38][C@@H:39]([CH3:43])[C:40]([N:35]1[CH2:36][CH2:37][C@@H:33]([O:32][C:27]2[CH:26]=[CH:25][C:24]([C:20]3[N:19]=[C:18]([NH:17][C:14]4[CH:15]=[CH:16][C:11]([N:8]5[CH2:7][CH2:6][N:5]([CH:3]6[CH2:4][O:1][CH2:2]6)[CH2:10][CH2:9]5)=[CH:12][CH:13]=4)[N:23]=[CH:22][N:21]=3)=[CH:31][C:28]=2[C:29]#[N:30])[CH2:34]1)=[O:41], predict the reactants needed to synthesize it. The reactants are: [O:1]1[CH2:4][CH:3]([N:5]2[CH2:10][CH2:9][N:8]([C:11]3[CH:16]=[CH:15][C:14]([NH:17][C:18]4[N:23]=[CH:22][N:21]=[C:20]([C:24]5[CH:25]=[CH:26][C:27]([O:32][C@@H:33]6[CH2:37][CH2:36][NH:35][CH2:34]6)=[C:28]([CH:31]=5)[C:29]#[N:30])[N:19]=4)=[CH:13][CH:12]=3)[CH2:7][CH2:6]2)[CH2:2]1.[OH:38][C@@H:39]([CH3:43])[C:40](O)=[O:41].CN(C(ON1N=NC2C=CC=NC1=2)=[N+](C)C)C.F[P-](F)(F)(F)(F)F.CCN(C(C)C)C(C)C. (9) Given the product [CH2:1]([O:3][C:4]([C:6]1[CH:10]=[C:9]([C:11]2[CH:12]=[CH:13][N:19]=[C:20]([NH2:22])[N:21]=2)[NH:8][CH:7]=1)=[O:5])[CH3:2], predict the reactants needed to synthesize it. The reactants are: [CH2:1]([O:3][C:4]([C:6]1[CH:10]=[C:9]([C:11](=O)/[CH:12]=[CH:13]/N(C)C)[NH:8][CH:7]=1)=[O:5])[CH3:2].Cl.[NH2:19][C:20]([NH2:22])=[NH:21].CC[O-].[Na+]. (10) The reactants are: [Cl:1][C:2]1[CH:3]=[CH:4][C:5]2[S:9][C:8]([N:10]3[C:14](=[O:15])[CH:13]=[C:12]([C:16]4[CH:21]=[CH:20][CH:19]=[CH:18][CH:17]=4)[NH:11]3)=[N:7][C:6]=2[CH:22]=1.CO[CH:25](OC)[N:26]([CH3:28])[CH3:27].CCOCC. Given the product [Cl:1][C:2]1[CH:3]=[CH:4][C:5]2[S:9][C:8]([N:10]3[C:14](=[O:15])[C:13](=[CH:25][N:26]([CH3:28])[CH3:27])[C:12]([C:16]4[CH:21]=[CH:20][CH:19]=[CH:18][CH:17]=4)=[N:11]3)=[N:7][C:6]=2[CH:22]=1, predict the reactants needed to synthesize it.